From a dataset of Reaction yield outcomes from USPTO patents with 853,638 reactions. Predict the reaction yield, written as a fraction of the theoretical maximum amount of product (1.0 means a 100% yield; for example, 0.34 means a 34% yield). The reactants are [CH2:1]([O:3][C:4](=[O:46])[CH2:5][CH2:6][CH2:7][O:8][C:9]1[CH:14]=[CH:13][CH:12]=[C:11]([CH2:15][CH2:16][CH2:17][CH2:18][CH2:19][CH2:20][O:21][C:22]2[CH:27]=[C:26](OS(C(F)(F)F)(=O)=O)[CH:25]=[C:24]([C:36](=[O:38])[CH3:37])[CH:23]=2)[C:10]=1[CH2:39][CH2:40][C:41]([O:43][CH2:44][CH3:45])=[O:42])[CH3:2].[F:47][C:48]1([F:60])[O:52][C:51]2[CH:53]=[CH:54][C:55](B(O)O)=[CH:56][C:50]=2[O:49]1.C(=O)([O-])[O-].[Na+].[Na+]. The catalyst is COCCOC.C(OCC)(=O)C.C1C=CC([P]([Pd]([P](C2C=CC=CC=2)(C2C=CC=CC=2)C2C=CC=CC=2)([P](C2C=CC=CC=2)(C2C=CC=CC=2)C2C=CC=CC=2)[P](C2C=CC=CC=2)(C2C=CC=CC=2)C2C=CC=CC=2)(C2C=CC=CC=2)C2C=CC=CC=2)=CC=1. The product is [CH2:1]([O:3][C:4](=[O:46])[CH2:5][CH2:6][CH2:7][O:8][C:9]1[CH:14]=[CH:13][CH:12]=[C:11]([CH2:15][CH2:16][CH2:17][CH2:18][CH2:19][CH2:20][O:21][C:22]2[CH:27]=[C:26]([C:55]3[CH:54]=[CH:53][C:51]4[O:52][C:48]([F:60])([F:47])[O:49][C:50]=4[CH:56]=3)[CH:25]=[C:24]([C:36](=[O:38])[CH3:37])[CH:23]=2)[C:10]=1[CH2:39][CH2:40][C:41]([O:43][CH2:44][CH3:45])=[O:42])[CH3:2]. The yield is 0.590.